Regression. Given two drug SMILES strings and cell line genomic features, predict the synergy score measuring deviation from expected non-interaction effect. From a dataset of NCI-60 drug combinations with 297,098 pairs across 59 cell lines. (1) Drug 1: CC1=C(C(=O)C2=C(C1=O)N3CC4C(C3(C2COC(=O)N)OC)N4)N. Drug 2: CNC(=O)C1=NC=CC(=C1)OC2=CC=C(C=C2)NC(=O)NC3=CC(=C(C=C3)Cl)C(F)(F)F. Cell line: T-47D. Synergy scores: CSS=38.8, Synergy_ZIP=-1.71, Synergy_Bliss=-4.89, Synergy_Loewe=-5.74, Synergy_HSA=-0.690. (2) Synergy scores: CSS=-2.65, Synergy_ZIP=8.01, Synergy_Bliss=-0.0431, Synergy_Loewe=-2.23, Synergy_HSA=-4.93. Drug 2: C1CNP(=O)(OC1)N(CCCl)CCCl. Cell line: CAKI-1. Drug 1: COC1=C2C(=CC3=C1OC=C3)C=CC(=O)O2. (3) Drug 1: C1=CC(=CC=C1CC(C(=O)O)N)N(CCCl)CCCl.Cl. Drug 2: CC12CCC3C(C1CCC2O)C(CC4=C3C=CC(=C4)O)CCCCCCCCCS(=O)CCCC(C(F)(F)F)(F)F. Cell line: PC-3. Synergy scores: CSS=5.71, Synergy_ZIP=-2.18, Synergy_Bliss=2.34, Synergy_Loewe=-0.645, Synergy_HSA=1.25. (4) Drug 1: CC1C(C(CC(O1)OC2CC(OC(C2O)C)OC3=CC4=CC5=C(C(=O)C(C(C5)C(C(=O)C(C(C)O)O)OC)OC6CC(C(C(O6)C)O)OC7CC(C(C(O7)C)O)OC8CC(C(C(O8)C)O)(C)O)C(=C4C(=C3C)O)O)O)O. Drug 2: COC1=C2C(=CC3=C1OC=C3)C=CC(=O)O2. Cell line: BT-549. Synergy scores: CSS=27.2, Synergy_ZIP=-1.12, Synergy_Bliss=-2.81, Synergy_Loewe=-42.4, Synergy_HSA=-2.16. (5) Drug 1: CN(C)N=NC1=C(NC=N1)C(=O)N. Drug 2: CCC(=C(C1=CC=CC=C1)C2=CC=C(C=C2)OCCN(C)C)C3=CC=CC=C3.C(C(=O)O)C(CC(=O)O)(C(=O)O)O. Cell line: HOP-92. Synergy scores: CSS=1.08, Synergy_ZIP=-1.52, Synergy_Bliss=-1.23, Synergy_Loewe=-3.50, Synergy_HSA=-1.51. (6) Drug 1: CN(C)C1=NC(=NC(=N1)N(C)C)N(C)C. Drug 2: CCC1(C2=C(COC1=O)C(=O)N3CC4=CC5=C(C=CC(=C5CN(C)C)O)N=C4C3=C2)O.Cl. Cell line: IGROV1. Synergy scores: CSS=15.3, Synergy_ZIP=-5.40, Synergy_Bliss=4.57, Synergy_Loewe=-9.95, Synergy_HSA=5.26.